This data is from Full USPTO retrosynthesis dataset with 1.9M reactions from patents (1976-2016). The task is: Predict the reactants needed to synthesize the given product. (1) Given the product [Br:33][C:7]1[N:6]=[C:5]([C:8]([NH:10][CH2:11][C:12]2[CH:17]=[CH:16][C:15]([S:18]([CH3:21])(=[O:20])=[O:19])=[CH:14][N:13]=2)=[O:9])[C:4](=[O:22])[N:3]([C:23]2[CH:28]=[CH:27][CH:26]=[C:25]([C:29]([F:30])([F:32])[F:31])[CH:24]=2)[C:2]=1[CH3:1], predict the reactants needed to synthesize it. The reactants are: [CH3:1][C:2]1[N:3]([C:23]2[CH:28]=[CH:27][CH:26]=[C:25]([C:29]([F:32])([F:31])[F:30])[CH:24]=2)[C:4](=[O:22])[C:5]([C:8]([NH:10][CH2:11][C:12]2[CH:17]=[CH:16][C:15]([S:18]([CH3:21])(=[O:20])=[O:19])=[CH:14][N:13]=2)=[O:9])=[N:6][CH:7]=1.[Br:33]N1C(=O)CCC1=O.O. (2) Given the product [CH2:2]([O:4][C:5]([C:7]1[C:8]2[S:16][CH:15]=[C:14]([CH2:17][O:18][C:19]3[CH:24]=[CH:23][CH:22]=[C:21]([C:25]([O:27][C:28]([CH3:31])([CH3:30])[CH3:29])=[O:26])[CH:20]=3)[C:9]=2[C:10]([NH2:1])=[N:11][CH:12]=1)=[O:6])[CH3:3], predict the reactants needed to synthesize it. The reactants are: [NH3:1].[CH2:2]([O:4][C:5]([C:7]1[C:8]2[S:16][CH:15]=[C:14]([CH2:17][O:18][C:19]3[CH:24]=[CH:23][CH:22]=[C:21]([C:25]([O:27][C:28]([CH3:31])([CH3:30])[CH3:29])=[O:26])[CH:20]=3)[C:9]=2[C:10](Cl)=[N:11][CH:12]=1)=[O:6])[CH3:3]. (3) Given the product [OH:7][CH2:6][C:5]#[C:4][C:3]#[C:2][CH2:1][O:8][CH2:12][C:13]([O:15][C:16]([CH3:19])([CH3:18])[CH3:17])=[O:14], predict the reactants needed to synthesize it. The reactants are: [CH2:1]([OH:8])[C:2]#[C:3][C:4]#[C:5][CH2:6][OH:7].[H-].[Na+].Br[CH2:12][C:13]([O:15][C:16]([CH3:19])([CH3:18])[CH3:17])=[O:14]. (4) The reactants are: [C:1]([O:5][C:6](=[O:18])[NH:7][C:8]1[CH:13]=[CH:12][C:11](I)=[CH:10][C:9]=1[N+:15]([O-:17])=[O:16])([CH3:4])([CH3:3])[CH3:2].B1(B2OC(C)(C)C(C)(C)O2)OC(C)(C)C(C)(C)O1.I[C:38]1[CH:39]=[C:40]([CH3:44])[CH:41]=[CH:42][CH:43]=1. Given the product [C:1]([O:5][C:6](=[O:18])[NH:7][C:8]1[CH:13]=[CH:12][C:11]([C:38]2[CH:43]=[CH:42][CH:41]=[C:40]([CH3:44])[CH:39]=2)=[CH:10][C:9]=1[N+:15]([O-:17])=[O:16])([CH3:4])([CH3:3])[CH3:2], predict the reactants needed to synthesize it. (5) Given the product [Br:8][C:5]1[CH:6]=[CH:7][C:2]([C:10]([CH3:13])([CH3:9])[C:11]#[N:12])=[N:3][CH:4]=1, predict the reactants needed to synthesize it. The reactants are: Br[C:2]1[CH:7]=[CH:6][C:5]([Br:8])=[CH:4][N:3]=1.[CH3:9][CH:10]([CH3:13])[C:11]#[N:12].C[Si]([N-][Si](C)(C)C)(C)C.[Na+].[NH4+].[Cl-]. (6) Given the product [N+:1]([C:4]1[C:5]2[NH:11][CH:12]=[N:10][C:6]=2[CH:7]=[CH:8][CH:9]=1)([O-:3])=[O:2], predict the reactants needed to synthesize it. The reactants are: [N+:1]([C:4]1[CH:9]=[CH:8][CH:7]=[C:6]([NH2:10])[C:5]=1[NH2:11])([O-:3])=[O:2].[C:12]([O-])(O)=O.[Na+]. (7) Given the product [OH:35][CH2:21][C@H:20]([NH:23][C:2]1[N:10]=[C:9]([S:11][CH2:12][C:13]2[CH:18]=[CH:17][CH:16]=[CH:15][CH:14]=2)[N:8]=[C:7]2[C:3]=1[NH:4][C:5](=[O:19])[NH:6]2)[CH3:22], predict the reactants needed to synthesize it. The reactants are: Cl[C:2]1[N:10]=[C:9]([S:11][CH2:12][C:13]2[CH:18]=[CH:17][CH:16]=[CH:15][CH:14]=2)[N:8]=[C:7]2[C:3]=1[NH:4][C:5](=[O:19])[NH:6]2.[CH:20]([N:23](C(C)C)CC)([CH3:22])[CH3:21].CN1CCCC1=[O:35].Cl. (8) Given the product [CH:18]([O:17][CH2:16][CH2:15][CH2:14][N:10]1[C:11](=[O:13])[C:12]2[C:3]([CH2:2][C:37]3[CH:38]=[CH:39][C:40]([C:43]([F:44])([F:45])[F:46])=[CH:41][CH:42]=3)=[C:4]([O:26][C:27]3[CH:32]=[CH:31][CH:30]=[C:29]([C:33]([F:34])([F:36])[F:35])[CH:28]=3)[CH:5]=[N:6][C:7]=2[N:8]([CH3:25])[C:9]1=[O:24])=[O:19], predict the reactants needed to synthesize it. The reactants are: O[CH:2]([C:37]1[CH:42]=[CH:41][C:40]([C:43]([F:46])([F:45])[F:44])=[CH:39][CH:38]=1)[C:3]1[C:12]2[C:11](=[O:13])[N:10]([CH2:14][CH2:15][CH2:16][O:17][CH:18]3CCCC[O:19]3)[C:9](=[O:24])[N:8]([CH3:25])[C:7]=2[N:6]=[CH:5][C:4]=1[O:26][C:27]1[CH:32]=[CH:31][CH:30]=[C:29]([C:33]([F:36])([F:35])[F:34])[CH:28]=1. (9) Given the product [O:3]=[C:4]1[CH:5]=[C:6]([C@H:8]2[CH2:13][CH2:12][N:11]([C:14]([O:16][CH3:17])=[O:15])[C@@H:10]([CH2:18][C:19]3[CH:24]=[CH:23][C:22]([C:25]([F:28])([F:27])[F:26])=[CH:21][CH:20]=3)[CH2:9]2)[O:7][NH:32]1, predict the reactants needed to synthesize it. The reactants are: C([O:3][C:4](=O)[CH2:5][C:6]([C@H:8]1[CH2:13][CH2:12][N:11]([C:14]([O:16][CH3:17])=[O:15])[C@@H:10]([CH2:18][C:19]2[CH:24]=[CH:23][C:22]([C:25]([F:28])([F:27])[F:26])=[CH:21][CH:20]=2)[CH2:9]1)=[O:7])C.[OH-].[Na+].[NH2:32]O.Cl.